This data is from Forward reaction prediction with 1.9M reactions from USPTO patents (1976-2016). The task is: Predict the product of the given reaction. (1) Given the reactants [CH3:1][C:2]1([CH3:16])[CH2:8][CH2:7][CH2:6][NH:5][C:4]2[CH:9]=[C:10]([N+:13]([O-:15])=[O:14])[CH:11]=[CH:12][C:3]1=2.N1C=CC=CC=1.Cl[C:24]([O:26][C:27]1[CH:32]=[CH:31][C:30]([N+:33]([O-:35])=[O:34])=[CH:29][CH:28]=1)=[O:25], predict the reaction product. The product is: [N+:33]([C:30]1[CH:29]=[CH:28][C:27]([O:26][C:24]([N:5]2[CH2:6][CH2:7][CH2:8][C:2]([CH3:16])([CH3:1])[C:3]3[CH:12]=[CH:11][C:10]([N+:13]([O-:15])=[O:14])=[CH:9][C:4]2=3)=[O:25])=[CH:32][CH:31]=1)([O-:35])=[O:34]. (2) The product is: [CH3:20][C:21]([CH3:23])=[CH:11][C:12]1[CH:13]=[C:14]([CH:15]=[CH:16][CH:17]=1)[C:18]#[N:19]. Given the reactants [H-].[Na+].C(OP([CH2:11][C:12]1[CH:17]=[CH:16][CH:15]=[C:14]([C:18]#[N:19])[CH:13]=1)(=O)OCC)C.[CH3:20][C:21]([CH3:23])=O.O, predict the reaction product. (3) Given the reactants Cl[C:2]1[CH:11]=[CH:10][N:9]=[C:8]2[C:3]=1[C:4]1[CH:16]=[CH:15][CH:14]=[CH:13][C:5]=1[C:6](=[O:12])[NH:7]2.[NH2:17][C:18]1[CH:23]=[CH:22][C:21]([CH2:24][C:25]([O:27]C)=[O:26])=[CH:20][CH:19]=1.Cl.[Li+].[OH-], predict the reaction product. The product is: [O:12]=[C:6]1[C:5]2[CH:13]=[CH:14][CH:15]=[CH:16][C:4]=2[C:3]2[C:8](=[N:9][CH:10]=[CH:11][C:2]=2[NH:17][C:18]2[CH:19]=[CH:20][C:21]([CH2:24][C:25]([OH:27])=[O:26])=[CH:22][CH:23]=2)[NH:7]1. (4) Given the reactants [OH-].[Na+].[C:3]([OH:13])(=[O:12])[CH:4]([C:6]1[CH:11]=[CH:10][CH:9]=[CH:8][CH:7]=1)[OH:5].[Cl-].[Zn+2:15].[Cl-], predict the reaction product. The product is: [C:3]([O-:13])(=[O:12])[CH:4]([C:6]1[CH:11]=[CH:10][CH:9]=[CH:8][CH:7]=1)[OH:5].[Zn+2:15].[C:3]([O-:13])(=[O:12])[CH:4]([C:6]1[CH:11]=[CH:10][CH:9]=[CH:8][CH:7]=1)[OH:5]. (5) Given the reactants CO[C:3]1[CH:30]=[CH:29][C:6]([CH2:7][NH:8][CH2:9][CH2:10][NH:11][C:12]([C:14]2[S:15][CH:16]=[CH:17][C:18]=2[NH:19][C:20]2[CH:25]=[CH:24][N:23]=[C:22]3[NH:26][CH:27]=[CH:28][C:21]=23)=[O:13])=[CH:5][CH:4]=1.[CH3:31]C1C=CC(C=O)=CC=1, predict the reaction product. The product is: [CH3:31][C:3]1[CH:30]=[CH:29][C:6]([CH2:7][NH:8][CH2:9][CH2:10][NH:11][C:12]([C:14]2[S:15][CH:16]=[CH:17][C:18]=2[NH:19][C:20]2[CH:25]=[CH:24][N:23]=[C:22]3[NH:26][CH:27]=[CH:28][C:21]=23)=[O:13])=[CH:5][CH:4]=1. (6) Given the reactants [C:1]([N:8]1[CH2:13][CH2:12][N:11]([C:14]2[CH:19]=[CH:18][CH:17]=[CH:16][C:15]=2[O:20][CH2:21][C:22]([NH:25][S:26]([CH3:29])(=[O:28])=[O:27])([CH3:24])[CH3:23])[CH2:10][CH2:9]1)([O:3][C:4]([CH3:7])([CH3:6])[CH3:5])=[O:2].[H-].[Na+].[CH2:32](I)[CH3:33], predict the reaction product. The product is: [C:1]([N:8]1[CH2:9][CH2:10][N:11]([C:14]2[CH:19]=[CH:18][CH:17]=[CH:16][C:15]=2[O:20][CH2:21][C:22]([N:25]([CH2:32][CH3:33])[S:26]([CH3:29])(=[O:28])=[O:27])([CH3:23])[CH3:24])[CH2:12][CH2:13]1)([O:3][C:4]([CH3:7])([CH3:5])[CH3:6])=[O:2]. (7) Given the reactants [Cl:1][C:2]1[N:7]=[C:6]([NH:8][NH:9][C:10](=[O:30])[C@H:11]([CH2:24][CH:25]2[CH2:29][CH2:28][CH2:27][CH2:26]2)[CH2:12][N:13]([O:16]CC2C=CC=CC=2)[CH:14]=[O:15])[C:5]([F:31])=[C:4]([N:32]2[CH2:37][C@@H:36]3[CH2:38][C@H:33]2[CH2:34][N:35]3[CH3:39])[N:3]=1, predict the reaction product. The product is: [Cl:1][C:2]1[N:7]=[C:6]([NH:8][NH:9][C:10](=[O:30])[C@H:11]([CH2:24][CH:25]2[CH2:26][CH2:27][CH2:28][CH2:29]2)[CH2:12][N:13]([OH:16])[CH:14]=[O:15])[C:5]([F:31])=[C:4]([N:32]2[CH2:37][C@@H:36]3[CH2:38][C@H:33]2[CH2:34][N:35]3[CH3:39])[N:3]=1.